This data is from Reaction yield outcomes from USPTO patents with 853,638 reactions. The task is: Predict the reaction yield, written as a fraction of the theoretical maximum amount of product (1.0 means a 100% yield; for example, 0.34 means a 34% yield). (1) The reactants are O=[C:2]([CH3:15])[CH2:3][C:4]1[O:9][C:8](=[O:10])[C:7]2[CH:11]=[CH:12][CH:13]=[CH:14][C:6]=2[N:5]=1.Cl.Cl.[NH:18]([C:20]1[CH:21]=[N:22][CH:23]=[CH:24][CH:25]=1)[NH2:19].C([O-])(=O)C.[Na+]. The catalyst is C(O)C. The product is [CH3:15][C:2]1[CH:3]=[C:4]([NH:5][C:6]2[CH:14]=[CH:13][CH:12]=[CH:11][C:7]=2[C:8]([OH:9])=[O:10])[N:18]([C:20]2[CH:21]=[N:22][CH:23]=[CH:24][CH:25]=2)[N:19]=1. The yield is 0.690. (2) The reactants are [CH3:1][C:2]1[C:7]([C:8]2[C:12]([C:13](OC)=[O:14])=[C:11]([CH:17]([CH3:19])[CH3:18])[CH2:10][CH:9]=2)=[C:6]([CH3:20])[CH:5]=[CH:4][N:3]=1.[H-].C([Al+]C(C)C)(C)C.C1(C)C=CC=CC=1.[C@H](O)(C([O-])=O)[C@@H](O)C([O-])=O.[Na+].[K+]. The catalyst is C1COCC1. The product is [CH3:1][C:2]1[C:7]([C:8]2[C:12]([CH2:13][OH:14])=[C:11]([CH:17]([CH3:18])[CH3:19])[CH2:10][CH:9]=2)=[C:6]([CH3:20])[CH:5]=[CH:4][N:3]=1. The yield is 0.640. (3) The reactants are F[C:2]1[CH:3]=[C:4]([CH:7]=[CH:8][CH:9]=1)[C:5]#[N:6].[NH:10]1[CH2:14][CH2:13][C@@H:12]([OH:15])[CH2:11]1.O. The catalyst is CN1C(=O)N(C)CCC1. The product is [OH:15][C@@H:12]1[CH2:13][CH2:14][N:10]([C:2]2[CH:3]=[C:4]([CH:7]=[CH:8][CH:9]=2)[C:5]#[N:6])[CH2:11]1. The yield is 0.630. (4) The reactants are [NH2:1][C:2]1[S:6][C:5](SC)=[N:4][C:3]=1[C:9]1[CH:14]=[CH:13][CH:12]=[CH:11][CH:10]=1.Cl[C:16]1C=CC=C(C(OO)=O)C=1.[S:26]([O-:30])([O-])(=[O:28])=S.[Na+].[Na+].C(=O)(O)[O-].[Na+]. The catalyst is ClCCl. The product is [NH2:1][C:2]1[S:6][C:5]([S:26]([CH3:16])(=[O:30])=[O:28])=[N:4][C:3]=1[C:9]1[CH:10]=[CH:11][CH:12]=[CH:13][CH:14]=1. The yield is 0.260.